From a dataset of Full USPTO retrosynthesis dataset with 1.9M reactions from patents (1976-2016). Predict the reactants needed to synthesize the given product. Given the product [CH3:6][N:8]1[CH2:17][CH2:16][C:15]2[C:10](=[C:11]([C:18]([O:20][CH3:21])=[O:19])[CH:12]=[CH:13][CH:14]=2)[CH2:9]1, predict the reactants needed to synthesize it. The reactants are: C(O[C:6]([N:8]1[CH2:17][CH2:16][C:15]2[C:10](=[C:11]([C:18]([O:20][CH3:21])=[O:19])[CH:12]=[CH:13][CH:14]=2)[CH2:9]1)=O)CCC.Cl.